Dataset: Peptide-MHC class I binding affinity with 185,985 pairs from IEDB/IMGT. Task: Regression. Given a peptide amino acid sequence and an MHC pseudo amino acid sequence, predict their binding affinity value. This is MHC class I binding data. (1) The peptide sequence is VMLQQQAMK. The MHC is HLA-B15:01 with pseudo-sequence HLA-B15:01. The binding affinity (normalized) is 0.0847. (2) The peptide sequence is YFHEAVQAVW. The MHC is Mamu-B17 with pseudo-sequence YYSEYEARAEATHENTAYIKYHSYTWNYFAYEWY. The binding affinity (normalized) is 0.508. (3) The peptide sequence is REPAGLGSM. The MHC is HLA-B44:03 with pseudo-sequence HLA-B44:03. The binding affinity (normalized) is 0. (4) The peptide sequence is AFNLWVTVY. The MHC is Mamu-A11 with pseudo-sequence Mamu-A11. The binding affinity (normalized) is 0.0388. (5) The peptide sequence is MRIPVERTL. The MHC is HLA-B07:02 with pseudo-sequence HLA-B07:02. The binding affinity (normalized) is 0.0847. (6) The peptide sequence is YRHDGGNVL. The MHC is HLA-B58:01 with pseudo-sequence HLA-B58:01. The binding affinity (normalized) is 0. (7) The peptide sequence is SEWGWRIPF. The MHC is BoLA-D18.4 with pseudo-sequence BoLA-D18.4. The binding affinity (normalized) is 1.00.